From a dataset of Full USPTO retrosynthesis dataset with 1.9M reactions from patents (1976-2016). Predict the reactants needed to synthesize the given product. (1) Given the product [N+:8]([C:5]1[CH:6]=[CH:7][C:2]([O:11][CH2:12][CH2:13][N:14]2[CH2:19][CH2:18][O:17][CH2:16][CH2:15]2)=[CH:3][CH:4]=1)([O-:10])=[O:9], predict the reactants needed to synthesize it. The reactants are: Cl[C:2]1[CH:7]=[CH:6][C:5]([N+:8]([O-:10])=[O:9])=[CH:4][CH:3]=1.[OH:11][CH2:12][CH2:13][N:14]1[CH2:19][CH2:18][O:17][CH2:16][CH2:15]1.[H-].[Na+].O. (2) Given the product [CH2:27]([NH:34][C:7]12[CH2:8][CH2:9][C:4]([C:11]([O:13][CH2:14][CH3:15])=[O:12])([CH2:5][CH2:6]1)[C:1](=[O:3])[CH2:2]2)[C:28]1[CH:33]=[CH:32][CH:31]=[CH:30][CH:29]=1, predict the reactants needed to synthesize it. The reactants are: [C:1]([C:4]1([C:11]([O:13][CH2:14][CH3:15])=[O:12])[CH2:9][CH2:8][C:7](=O)[CH2:6][CH2:5]1)(=[O:3])[CH3:2].CC1C=CC(S(O)(=O)=O)=CC=1.[CH2:27]([NH2:34])[C:28]1[CH:33]=[CH:32][CH:31]=[CH:30][CH:29]=1.